Task: Predict the reactants needed to synthesize the given product.. Dataset: Full USPTO retrosynthesis dataset with 1.9M reactions from patents (1976-2016) (1) Given the product [CH3:27][Sn:26]([CH3:33])([CH3:29])[C:22]1[O:1][N:2]=[C:3]([CH2:4][CH2:5][NH:6][C:7]([NH2:9])=[NH:8])[CH:23]=1, predict the reactants needed to synthesize it. The reactants are: [OH:1][N:2]=[CH:3][CH2:4][CH2:5][NH:6][C:7]([NH2:9])=[NH:8].CC1C=CC(S(NCl)(=O)=O)=CC=1.[CH2:22]([Sn:26]([CH2:33]CCC)([CH2:29]CCC)[C:27]#C)[CH2:23]CC. (2) Given the product [Cl:1][C:2]1[CH:3]=[CH:4][C:5]([C:6]([NH:8][CH2:9][CH2:10][NH:11][C:12](=[O:13])[C:14]2[CH:29]=[CH:28][C:17]([O:18][C@H:19]3[CH2:24][CH2:23][C@@H:22]([C:25](=[O:26])[NH:48][S:45]([CH3:44])(=[O:47])=[O:46])[CH2:21][CH2:20]3)=[CH:16][CH:15]=2)=[O:7])=[CH:30][CH:31]=1, predict the reactants needed to synthesize it. The reactants are: [Cl:1][C:2]1[CH:31]=[CH:30][C:5]([C:6]([NH:8][CH2:9][CH2:10][NH:11][C:12]([C:14]2[CH:29]=[CH:28][C:17]([O:18][C@@H:19]3[CH2:24][CH2:23][C@H:22]([C:25](O)=[O:26])[CH2:21][CH2:20]3)=[CH:16][CH:15]=2)=[O:13])=[O:7])=[CH:4][CH:3]=1.C(N1C=CN=C1)(N1C=CN=C1)=O.[CH3:44][S:45]([NH2:48])(=[O:47])=[O:46].N12CCCN=C1CCCCC2.Cl. (3) Given the product [NH2:1][C@H:2]([C:6]([O:8][CH2:9][C@H:10]([CH2:23][CH2:24][O:25][C:26](=[O:44])[CH2:27][CH2:28][CH2:29][CH2:30][CH2:31][CH2:32][CH2:33][CH2:34][CH2:35][CH2:36][CH2:37][CH2:38][CH2:39][CH2:40][CH2:41][CH2:42][CH3:43])[CH2:11][N:12]1[CH:20]=[N:19][C:18]2[C:17](=[O:21])[NH:16][C:15]([NH2:22])=[N:14][C:13]1=2)=[O:7])[CH:3]([CH3:5])[CH3:4].[F:45][C:46]([F:51])([F:50])[C:47]([O-:49])=[O:48], predict the reactants needed to synthesize it. The reactants are: [NH2:1][C@H:2]([C:6]([O:8][CH2:9][C@H:10]([CH2:23][CH2:24][O:25][C:26](=[O:44])[CH2:27][CH2:28][CH2:29][CH2:30][CH2:31][CH2:32][CH2:33][CH2:34][CH2:35][CH2:36][CH2:37][CH2:38][CH2:39][CH2:40][CH2:41][CH2:42][CH3:43])[CH2:11][N:12]1[CH:20]=[N:19][C:18]2[C:17](=[O:21])[NH:16][C:15]([NH2:22])=[N:14][C:13]1=2)=[O:7])[CH:3]([CH3:5])[CH3:4].[F:45][C:46]([F:51])([F:50])[C:47]([OH:49])=[O:48].C(N[C@H](C(OC[C@H](CCOC(=O)CCCCCCCCCCCCCCCCC)CN1C=NC2C(=O)NC(N)=NC1=2)=O)C(C)C)(OC(C)(C)C)=O. (4) Given the product [N:34]([CH2:2][Si:3]([CH3:33])([CH3:32])[CH2:4][CH2:5][C:6]1[C:18]2[CH2:17][N:16]3[C:11](=[CH:12][C:13]4[C@:23]([CH2:25][CH3:26])([OH:24])[C:22](=[O:27])[O:21][CH2:20][C:14]=4[C:15]3=[O:19])[C:10]=2[N:9]=[C:8]2[CH:28]=[CH:29][CH:30]=[CH:31][C:7]=12)=[N+:35]=[N-:36], predict the reactants needed to synthesize it. The reactants are: Cl[CH2:2][Si:3]([CH3:33])([CH3:32])[CH2:4][CH2:5][C:6]1[C:18]2[CH2:17][N:16]3[C:11](=[CH:12][C:13]4[C@:23]([CH2:25][CH3:26])([OH:24])[C:22](=[O:27])[O:21][CH2:20][C:14]=4[C:15]3=[O:19])[C:10]=2[N:9]=[C:8]2[CH:28]=[CH:29][CH:30]=[CH:31][C:7]=12.[N-:34]=[N+:35]=[N-:36].[Na+]. (5) Given the product [F:16][C:17]1[CH:22]=[CH:21][C:20]([N:23]2[C:27]([CH:28]=[O:29])=[CH:26][N:25]=[C:24]2[S:34][CH2:35][C:36]2[C:41]([F:42])=[CH:40][CH:39]=[C:38]([F:43])[C:37]=2[F:44])=[CH:19][CH:18]=1, predict the reactants needed to synthesize it. The reactants are: FC1C=CC(N2C(C=O)=CN=C2S)=CC=1.[F:16][C:17]1[CH:22]=[CH:21][C:20]([N:23]2[C:27]([C:28](N(OC)C)=[O:29])=[CH:26][N:25]=[C:24]2[S:34][CH2:35][C:36]2[C:41]([F:42])=[CH:40][CH:39]=[C:38]([F:43])[C:37]=2[F:44])=[CH:19][CH:18]=1.[H-].C([Al+]CC(C)C)C(C)C. (6) Given the product [NH:32]1[C:33]2[C:38](=[CH:37][CH:36]=[CH:35][CH:34]=2)[CH:39]=[C:31]1[C:29]([NH:28][CH2:27][CH2:26][CH2:25][O:24][C:19]1[CH:20]=[CH:21][C:16]([S:13]([N:11]([CH3:12])[C:4]2[C:3]([CH3:23])=[CH:2][CH:10]=[CH:9][C:5]=2[C:6]([OH:8])=[O:7])(=[O:15])=[O:14])=[CH:17][CH:18]=1)=[O:30], predict the reactants needed to synthesize it. The reactants are: C[C:2]1[CH:10]=[CH:9][C:5]([C:6]([OH:8])=[O:7])=[C:4]([N:11]([S:13]([C:16]2[CH:21]=[CH:20][C:19](F)=[CH:18][CH:17]=2)(=[O:15])=[O:14])[CH3:12])[C:3]=1[CH3:23].[OH:24][CH2:25][CH2:26][CH2:27][NH:28][C:29]([C:31]1[NH:32][C:33]2[C:38]([CH:39]=1)=[CH:37][CH:36]=[CH:35][CH:34]=2)=[O:30]. (7) Given the product [CH2:1]([O:3][C:4](=[O:31])[CH2:5][N:6]([C:7]1[CH:8]=[C:9]2[C:13](=[CH:14][C:15]=1[CH3:16])[N:12]([CH2:38][CH:39]([F:41])[F:40])[N:11]=[CH:10]2)[CH2:17][C:18]([N:20]([N:22]1[CH2:23][C:24]2[C:29](=[CH:28][CH:27]=[CH:26][CH:25]=2)[CH2:30]1)[CH3:21])=[O:19])[CH3:2], predict the reactants needed to synthesize it. The reactants are: [CH2:1]([O:3][C:4](=[O:31])[CH2:5][N:6]([CH2:17][C:18]([N:20]([N:22]1[CH2:30][C:29]2[C:24](=[CH:25][CH:26]=[CH:27][CH:28]=2)[CH2:23]1)[CH3:21])=[O:19])[C:7]1[CH:8]=[C:9]2[C:13](=[CH:14][C:15]=1[CH3:16])[NH:12][N:11]=[CH:10]2)[CH3:2].FC(F)(F)S(O[CH2:38][CH:39]([F:41])[F:40])(=O)=O. (8) Given the product [CH:13]1([CH2:16][CH2:17][NH:18][C:19]([C:21]2[N:22]=[N:23][C:24]([N:27]3[CH2:32][CH2:31][N:30]([C:7](=[O:9])[C:6]4[CH:10]=[C:2]([F:1])[CH:3]=[CH:4][C:5]=4[O:11][CH3:12])[CH2:29][CH2:28]3)=[CH:25][CH:26]=2)=[O:20])[CH2:15][CH2:14]1, predict the reactants needed to synthesize it. The reactants are: [F:1][C:2]1[CH:3]=[CH:4][C:5]([O:11][CH3:12])=[C:6]([CH:10]=1)[C:7]([OH:9])=O.[CH:13]1([CH2:16][CH2:17][NH:18][C:19]([C:21]2[N:22]=[N:23][C:24]([N:27]3[CH2:32][CH2:31][NH:30][CH2:29][CH2:28]3)=[CH:25][CH:26]=2)=[O:20])[CH2:15][CH2:14]1. (9) Given the product [CH2:1]([O:8][CH2:9][C@H:10]([F:44])[CH2:11][O:12][C:13]([C:26]1[CH:31]=[CH:30][CH:29]=[CH:28][CH:27]=1)([C:20]1[CH:25]=[CH:24][CH:23]=[CH:22][CH:21]=1)[C:14]1[CH:19]=[CH:18][CH:17]=[CH:16][CH:15]=1)[C:2]1[CH:7]=[CH:6][CH:5]=[CH:4][CH:3]=1, predict the reactants needed to synthesize it. The reactants are: [CH2:1]([O:8][CH2:9][C@@H:10](O)[CH2:11][O:12][C:13]([C:26]1[CH:31]=[CH:30][CH:29]=[CH:28][CH:27]=1)([C:20]1[CH:25]=[CH:24][CH:23]=[CH:22][CH:21]=1)[C:14]1[CH:19]=[CH:18][CH:17]=[CH:16][CH:15]=1)[C:2]1[CH:7]=[CH:6][CH:5]=[CH:4][CH:3]=1.N12CCCN=C1CCCCC2.[F:44]C(F)(C(F)(F)F)C(F)(F)C(F)(F)S(F)(=O)=O. (10) The reactants are: [CH3:1][CH:2]([CH2:4][C:5]([CH3:7])=[O:6])[CH3:3].[CH3:8][CH2:9][C:10]([CH3:12])=O.[C:13](OCC(CO)(COCC(COC(=O)C=C)(COC(=O)C=C)COC(=O)C=C)COC(=O)C=C)(=O)[CH:14]=[CH2:15].C(OCC(COC(=O)C=C)(COCC(COC(=O)C=C)(COC(=O)C=C)COC(=O)C=C)COC(=O)C=C)(=[O:53])C=C. Given the product [CH2:9]1[CH2:10][CH2:12][C:5]([OH:6])([C:4]([C:2]2[CH:3]=[CH:15][CH:14]=[CH:13][CH:1]=2)=[O:53])[CH2:7][CH2:8]1, predict the reactants needed to synthesize it.